Dataset: Full USPTO retrosynthesis dataset with 1.9M reactions from patents (1976-2016). Task: Predict the reactants needed to synthesize the given product. (1) The reactants are: [CH3:1][O:2][C:3]1[CH:4]=[C:5]2[C:10](=[CH:11][CH:12]=1)[C:9]([O:13][C:14]1[CH:19]=[CH:18][C:17]([O:20][CH2:21][CH2:22][N:23]3[CH2:28][CH2:27][CH2:26][CH2:25][CH2:24]3)=[CH:16][CH:15]=1)=[C:8]([C:29]1[S:33][C:32]([C:34]([OH:36])=O)=[CH:31][CH:30]=1)[CH:7]=[CH:6]2.ClCCl.C(Cl)(=O)C(Cl)=O.[NH3:46]. Given the product [CH3:1][O:2][C:3]1[CH:4]=[C:5]2[C:10](=[CH:11][CH:12]=1)[C:9]([O:13][C:14]1[CH:19]=[CH:18][C:17]([O:20][CH2:21][CH2:22][N:23]3[CH2:24][CH2:25][CH2:26][CH2:27][CH2:28]3)=[CH:16][CH:15]=1)=[C:8]([C:29]1[S:33][C:32]([C:34]([NH2:46])=[O:36])=[CH:31][CH:30]=1)[CH:7]=[CH:6]2, predict the reactants needed to synthesize it. (2) Given the product [N:69]1[CH:70]=[CH:71][CH:72]=[C:67]([O:66][CH2:2][C:3]2[CH:4]=[C:5]3[C:28](=[CH:29][CH:30]=2)[C:8]2[NH:9][N:10]=[C:11]([C:12]4[CH:13]=[CH:14][C:15]([C:18]#[N:19])=[N:16][CH:17]=4)[C:7]=2[CH2:6]3)[CH:68]=1, predict the reactants needed to synthesize it. The reactants are: O[CH2:2][C:3]1[CH:4]=[C:5]2[C:28](=[CH:29][CH:30]=1)[C:8]1[N:9](COCC[Si](C)(C)C)[N:10]=[C:11]([C:12]3[CH:13]=[CH:14][C:15]([C:18]#[N:19])=[N:16][CH:17]=3)[C:7]=1[CH2:6]2.N(C(OC(C)(C)C)=O)=NC(OC(C)(C)C)=O.C1C=CC(P(C2C=CC=CC=2)C2C=CC=CC=2)=CC=1.[OH:66][C:67]1[CH:68]=[N:69][CH:70]=[CH:71][CH:72]=1. (3) Given the product [CH2:1]([NH:8][C:9]([C:11]1[C:28](=[O:29])[N:27]([OH:30])[C:14]2[N:15]=[CH:16][N:17]=[C:18]([NH:19][CH2:20][C:21]3[CH:22]=[CH:23][CH:24]=[CH:25][CH:26]=3)[C:13]=2[CH:12]=1)=[O:10])[C:2]1[CH:3]=[CH:4][CH:5]=[CH:6][CH:7]=1, predict the reactants needed to synthesize it. The reactants are: [CH2:1]([NH:8][C:9]([C:11]1[C:28](=[O:29])[N:27]([O:30]CC2C=CC=CC=2)[C:14]2[N:15]=[CH:16][N:17]=[C:18]([NH:19][CH2:20][C:21]3[CH:26]=[CH:25][CH:24]=[CH:23][CH:22]=3)[C:13]=2[CH:12]=1)=[O:10])[C:2]1[CH:7]=[CH:6][CH:5]=[CH:4][CH:3]=1.CO.[H][H].